This data is from Forward reaction prediction with 1.9M reactions from USPTO patents (1976-2016). The task is: Predict the product of the given reaction. (1) Given the reactants [F:1][C:2]1[CH:3]=[C:4]([C@@H:9]([CH:27]2[CH2:32][CH2:31][N:30]([S:33]([CH3:36])(=[O:35])=[O:34])[CH2:29][CH2:28]2)[CH2:10][CH2:11][N:12]2[CH2:17][CH2:16][CH:15]([N:18]3[C:22]4[CH:23]=[N:24][CH:25]=[CH:26][C:21]=4[N:20]=[CH:19]3)[CH2:14][CH2:13]2)[CH:5]=[C:6]([F:8])[CH:7]=1, predict the reaction product. The product is: [NH3:12].[F:1][C:2]1[CH:3]=[C:4]([C@@H:9]([CH:27]2[CH2:28][CH2:29][N:30]([S:33]([CH3:36])(=[O:35])=[O:34])[CH2:31][CH2:32]2)[CH2:10][CH2:11][N:12]2[CH2:13][CH2:14][CH:15]([N:18]3[C:22]4[CH2:23][NH:24][CH2:25][CH2:26][C:21]=4[N:20]=[CH:19]3)[CH2:16][CH2:17]2)[CH:5]=[C:6]([F:8])[CH:7]=1. (2) Given the reactants [CH3:1][N:2]1[C:7]2[S:8][C:9]([C:17]3[CH:22]=[CH:21][CH:20]=[C:19]([O:23][C:24]([F:27])([F:26])[F:25])[CH:18]=3)=[C:10]([C:11](=[O:16])[CH2:12][CH:13]([CH3:15])[CH3:14])[C:6]=2[C:5](=[O:28])[N:4]([CH2:29][CH2:30][CH2:31][O:32]C2CCCCO2)[C:3]1=[O:39], predict the reaction product. The product is: [OH:32][CH2:31][CH2:30][CH2:29][N:4]1[C:5](=[O:28])[C:6]2[C:10]([C:11](=[O:16])[CH2:12][CH:13]([CH3:15])[CH3:14])=[C:9]([C:17]3[CH:22]=[CH:21][CH:20]=[C:19]([O:23][C:24]([F:26])([F:25])[F:27])[CH:18]=3)[S:8][C:7]=2[N:2]([CH3:1])[C:3]1=[O:39]. (3) Given the reactants [F:1][C:2]([F:22])([F:21])[O:3][C:4]1[CH:5]=[C:6]([CH:18]=[CH:19][CH:20]=1)[CH2:7][C:8]1[O:12][N:11]=[C:10]([C:13]([O:15]CC)=[O:14])[CH:9]=1.C(O)C.[OH-].[Na+], predict the reaction product. The product is: [F:22][C:2]([F:1])([F:21])[O:3][C:4]1[CH:5]=[C:6]([CH:18]=[CH:19][CH:20]=1)[CH2:7][C:8]1[O:12][N:11]=[C:10]([C:13]([OH:15])=[O:14])[CH:9]=1. (4) The product is: [S:1]1[CH:5]=[CH:4][CH:3]=[C:2]1[C:6]1[CH:11]=[CH:10][N:9]=[C:8]2[N:12]([C@@H:15]3[O:23][C@H:22]([CH2:24][OH:25])[C@@H:17]([O:18][C:19](=[O:21])[CH3:20])[C@H:16]3[O:29][C:26](=[O:28])[CH3:27])[CH:13]=[N:14][C:7]=12. Given the reactants [S:1]1[CH:5]=[CH:4][CH:3]=[C:2]1[C:6]1[CH:11]=[CH:10][N:9]=[C:8]2[N:12]([C@@H:15]3[O:23][C@H:22]([CH2:24][OH:25])[C@@H:17]([O:18][C:19](=[O:21])[CH3:20])[CH2:16]3)[CH:13]=[N:14][C:7]=12.[C:26]([O:29]C(=O)C)(=[O:28])[CH3:27], predict the reaction product. (5) Given the reactants [Cl:1][C:2]([Cl:11])([Cl:10])[C:3]([C:5]1[NH:6][CH:7]=[CH:8][CH:9]=1)=[O:4].N1C=CC=C1.[N+:17]([O-])([OH:19])=[O:18], predict the reaction product. The product is: [Cl:11][C:2]([Cl:1])([Cl:10])[C:3]([C:5]1[NH:6][CH:7]=[C:8]([N+:17]([O-:19])=[O:18])[CH:9]=1)=[O:4]. (6) Given the reactants [F:1][C:2]1[CH:7]=[CH:6][C:5]([F:8])=[CH:4][C:3]=1[C@H:9]1[CH2:13][CH2:12][CH2:11][N:10]1[C:14]1[CH:19]=[CH:18][N:17]2[N:20]=[CH:21][C:22]([NH:23][C:24]([N:26]3[CH2:29][CH:28]([O:30][CH3:31])[CH2:27]3)=[O:25])=[C:16]2[N:15]=1.[S:32](=[O:36])(=[O:35])([OH:34])[OH:33], predict the reaction product. The product is: [S:32]([OH:36])([OH:35])(=[O:34])=[O:33].[F:1][C:2]1[CH:7]=[CH:6][C:5]([F:8])=[CH:4][C:3]=1[C@H:9]1[CH2:13][CH2:12][CH2:11][N:10]1[C:14]1[CH:19]=[CH:18][N:17]2[N:20]=[CH:21][C:22]([NH:23][C:24]([N:26]3[CH2:27][CH:28]([O:30][CH3:31])[CH2:29]3)=[O:25])=[C:16]2[N:15]=1.